This data is from Reaction yield outcomes from USPTO patents with 853,638 reactions. The task is: Predict the reaction yield, written as a fraction of the theoretical maximum amount of product (1.0 means a 100% yield; for example, 0.34 means a 34% yield). (1) The reactants are [CH2:1]([N:8]1[C:17]2[C:12](=[CH:13][CH:14]=[C:15]([OH:18])[CH:16]=2)[CH2:11][CH2:10][CH2:9]1)[C:2]1[CH:7]=[CH:6][CH:5]=[CH:4][CH:3]=1.[Cl-].[Mg+2].[Cl-].C(N(CC)CC)C.[CH2:29]=[O:30].[Cl-].[NH4+]. The catalyst is C(#N)C.O. The product is [CH2:1]([N:8]1[C:17]2[C:12](=[CH:13][C:14]([CH:29]=[O:30])=[C:15]([OH:18])[CH:16]=2)[CH2:11][CH2:10][CH2:9]1)[C:2]1[CH:3]=[CH:4][CH:5]=[CH:6][CH:7]=1. The yield is 0.150. (2) The reactants are [C:1]([NH:5][C:6]([C:8]1[CH:9]=[C:10]([C:21]2[CH:29]=[CH:28][C:24]([C:25](O)=[O:26])=[CH:23][N:22]=2)[N:11]([C:13]2[CH:14]=[N:15][C:16]([O:19][CH3:20])=[CH:17][CH:18]=2)[N:12]=1)=[O:7])([CH3:4])([CH3:3])[CH3:2].C(=O)(O)[O-].[Na+].C(Cl)(Cl)Cl.CO. The catalyst is O1CCCC1. The product is [C:1]([NH:5][C:6]([C:8]1[CH:9]=[C:10]([C:21]2[CH:29]=[CH:28][C:24]([CH2:25][OH:26])=[CH:23][N:22]=2)[N:11]([C:13]2[CH:14]=[N:15][C:16]([O:19][CH3:20])=[CH:17][CH:18]=2)[N:12]=1)=[O:7])([CH3:4])([CH3:3])[CH3:2]. The yield is 0.390. (3) The reactants are [C:1](Cl)(=[O:3])[CH3:2].FC(F)(F)C(O)=O.[Br:12][C:13]1[CH:14]=[C:15]([N:19]2[C:27]3[CH2:26][CH2:25][NH:24][CH2:23][C:22]=3[C:21]([C:28]([O:30][CH2:31][CH3:32])=[O:29])=[N:20]2)[CH:16]=[CH:17][CH:18]=1.C(N(CC)CC)C. The catalyst is O1CCCC1. The product is [C:1]([N:24]1[CH2:25][CH2:26][C:27]2[N:19]([C:15]3[CH:16]=[CH:17][CH:18]=[C:13]([Br:12])[CH:14]=3)[N:20]=[C:21]([C:28]([O:30][CH2:31][CH3:32])=[O:29])[C:22]=2[CH2:23]1)(=[O:3])[CH3:2]. The yield is 0.550. (4) The reactants are Cl[C:2]1[C:3]([F:22])=[CH:4][N:5]2[C:10]([C:11]=1[CH3:12])=[C:9]([CH:13]1[CH2:15][CH2:14]1)[CH:8]=[C:7]([C:16]([O:18][CH2:19][CH3:20])=[O:17])[C:6]2=[O:21].CC1(C)C(C)(C)OB([C:31]2[CH:37]=[CH:36][C:34]([NH2:35])=[CH:33][CH:32]=2)O1. No catalyst specified. The product is [NH2:35][C:34]1[CH:36]=[CH:37][C:31]([C:2]2[C:3]([F:22])=[CH:4][N:5]3[C:10]([C:11]=2[CH3:12])=[C:9]([CH:13]2[CH2:15][CH2:14]2)[CH:8]=[C:7]([C:16]([O:18][CH2:19][CH3:20])=[O:17])[C:6]3=[O:21])=[CH:32][CH:33]=1. The yield is 0.930.